This data is from Full USPTO retrosynthesis dataset with 1.9M reactions from patents (1976-2016). The task is: Predict the reactants needed to synthesize the given product. (1) Given the product [C:15]([C:14]1[CH:13]=[CH:12][C:11]([O:10][CH2:9][CH2:8][CH2:7][CH:4]2[CH2:5][CH2:6][N:1]([CH2:20][CH2:21][CH2:22][O:23][C:24]3[CH:31]=[CH:30][C:27]([C:28]#[N:29])=[C:26]([F:32])[CH:25]=3)[CH2:2][CH2:3]2)=[CH:18][CH:17]=1)#[N:16], predict the reactants needed to synthesize it. The reactants are: [NH:1]1[CH2:6][CH2:5][CH:4]([CH2:7][CH2:8][CH2:9][O:10][C:11]2[CH:18]=[CH:17][C:14]([C:15]#[N:16])=[CH:13][CH:12]=2)[CH2:3][CH2:2]1.Br[CH2:20][CH2:21][CH2:22][O:23][C:24]1[CH:31]=[CH:30][C:27]([C:28]#[N:29])=[C:26]([F:32])[CH:25]=1. (2) Given the product [CH2:43]([NH:51][C:40]([C:37]1[CH:36]=[CH:35][C:34]([C:31]2[CH:30]=[CH:29][C:28]([CH2:20][CH2:21][CH2:22][CH2:23][CH2:24][CH2:25][CH2:26][CH3:27])=[CH:33][CH:32]=2)=[CH:39][CH:38]=1)=[O:41])[CH2:44][C:45]1[CH:50]=[CH:49][CH:48]=[CH:47][CH:46]=1, predict the reactants needed to synthesize it. The reactants are: C1(P(C2C=CC=CC=2)C2C=CC=CC=2)C=CC=CC=1.[CH2:20]([C:28]1[CH:33]=[CH:32][C:31]([C:34]2[CH:39]=[CH:38][C:37]([C:40](O)=[O:41])=[CH:36][CH:35]=2)=[CH:30][CH:29]=1)[CH2:21][CH2:22][CH2:23][CH2:24][CH2:25][CH2:26][CH3:27].[CH2:43]([NH2:51])[CH2:44][C:45]1[CH:50]=[CH:49][CH:48]=[CH:47][CH:46]=1.CN1CCOCC1. (3) Given the product [C:28]([C:21]1[CH:20]=[CH:19][C:18]([NH:17][C:3]([CH:5]2[CH2:9][S:8][C:7]([C:10]3[CH:15]=[CH:14][C:13]([F:16])=[CH:12][CH:11]=3)=[N:6]2)=[O:4])=[CH:23][C:22]=1[C:24]([F:25])([F:26])[F:27])#[N:29], predict the reactants needed to synthesize it. The reactants are: CO[C:3]([CH:5]1[CH2:9][S:8][C:7]([C:10]2[CH:15]=[CH:14][C:13]([F:16])=[CH:12][CH:11]=2)=[N:6]1)=[O:4].[NH2:17][C:18]1[CH:19]=[CH:20][C:21]([C:28]#[N:29])=[C:22]([C:24]([F:27])([F:26])[F:25])[CH:23]=1.C([Mg]Cl)(C)C. (4) Given the product [F:29][C:30]1[CH:35]=[CH:34][C:33]([C:2]2[C:3]([CH:26]([CH3:27])[CH3:28])=[N:4][C:5]([N:10]3[CH2:15][CH2:14][N:13]([CH2:16][C:17]4[CH:22]=[CH:21][C:20]([O:23][CH3:24])=[CH:19][CH:18]=4)[C@H:12]([CH3:25])[CH2:11]3)=[C:6]([CH:9]=2)[C:7]#[N:8])=[CH:32][CH:31]=1, predict the reactants needed to synthesize it. The reactants are: Br[C:2]1[C:3]([CH:26]([CH3:28])[CH3:27])=[N:4][C:5]([N:10]2[CH2:15][CH2:14][N:13]([CH2:16][C:17]3[CH:22]=[CH:21][C:20]([O:23][CH3:24])=[CH:19][CH:18]=3)[C@H:12]([CH3:25])[CH2:11]2)=[C:6]([CH:9]=1)[C:7]#[N:8].[F:29][C:30]1[CH:35]=[CH:34][C:33](B(O)O)=[CH:32][CH:31]=1.C([O-])([O-])=O.[K+].[K+]. (5) Given the product [CH2:23]([C:13]1([CH3:12])[CH2:22][CH2:21][C:16]2([O:17][CH2:18][CH2:19][O:20]2)[CH2:15][CH2:14]1)[CH3:24], predict the reactants needed to synthesize it. The reactants are: CC1C=CC(S(O[CH2:12][C:13]2([CH2:23][CH3:24])[CH2:22][CH2:21][C:16]3([O:20][CH2:19][CH2:18][O:17]3)[CH2:15][CH2:14]2)(=O)=O)=CC=1.[H-].[Al+3].[Li+].[H-].[H-].[H-].O.[OH-].[Na+]. (6) Given the product [C:3]1([O:2][C:1]([N:33]2[CH2:34][CH2:35][N:30]([C:27]3[CH:28]=[CH:29][C:24]([NH:23][C:21]([NH:20][C:14]4[CH:15]=[C:16]([CH3:19])[CH:17]=[CH:18][C:13]=4[O:12][CH3:11])=[O:22])=[CH:25][CH:26]=3)[CH2:31][CH2:32]2)=[O:9])[CH:8]=[CH:7][CH:6]=[CH:5][CH:4]=1, predict the reactants needed to synthesize it. The reactants are: [C:1](Cl)(=[O:9])[O:2][C:3]1[CH:8]=[CH:7][CH:6]=[CH:5][CH:4]=1.[CH3:11][O:12][C:13]1[CH:18]=[CH:17][C:16]([CH3:19])=[CH:15][C:14]=1[NH:20][C:21]([NH:23][C:24]1[CH:29]=[CH:28][C:27]([N:30]2[CH2:35][CH2:34][NH:33][CH2:32][CH2:31]2)=[CH:26][CH:25]=1)=[O:22].C(=O)([O-])O.[Na+]. (7) Given the product [Cl:1][C:2]1[CH:7]=[CH:6][C:5]([C:8]2[CH:13]=[C:12]([C:14]([F:17])([F:15])[F:16])[N:11]3[N:18]=[CH:19][C:20]([C:21]4[O:23][N:37]=[C:26]([C:27]5[CH:28]=[C:29]([S:33]([NH2:34])(=[O:35])=[O:36])[CH:30]=[CH:31][CH:32]=5)[N:25]=4)=[C:10]3[N:9]=2)=[CH:4][CH:3]=1, predict the reactants needed to synthesize it. The reactants are: [Cl:1][C:2]1[CH:7]=[CH:6][C:5]([C:8]2[CH:13]=[C:12]([C:14]([F:17])([F:16])[F:15])[N:11]3[N:18]=[CH:19][C:20]([C:21]([OH:23])=O)=[C:10]3[N:9]=2)=[CH:4][CH:3]=1.O[NH:25][C:26](=[NH:37])[C:27]1[CH:32]=[CH:31][CH:30]=[C:29]([S:33](=[O:36])(=[O:35])[NH2:34])[CH:28]=1.